From a dataset of Forward reaction prediction with 1.9M reactions from USPTO patents (1976-2016). Predict the product of the given reaction. (1) Given the reactants Br[C:2]1[S:6][C:5]([NH:7][C:8]([O:10][C:11]([CH3:14])([CH3:13])[CH3:12])=[O:9])=[C:4]([C:15]([O:17][CH3:18])=[O:16])[CH:3]=1.C([Sn](CCCC)(CCCC)[C:24]1[CH:29]=[CH:28][CH:27]=[CH:26][N:25]=1)CCC, predict the reaction product. The product is: [C:11]([O:10][C:8]([NH:7][C:5]1[S:6][C:2]([C:24]2[CH:29]=[CH:28][CH:27]=[CH:26][N:25]=2)=[CH:3][C:4]=1[C:15]([O:17][CH3:18])=[O:16])=[O:9])([CH3:14])([CH3:13])[CH3:12]. (2) The product is: [C:19]([C:30]1[CH:31]=[C:32]2[C:36](=[C:28]([F:27])[CH:29]=1)[N:35]([C:37]([O:39][C:40]([CH3:43])([CH3:42])[CH3:41])=[O:38])[CH:34]=[CH:33]2)#[C:20][CH2:21][CH3:22]. Given the reactants CCCC[N+](CCCC)(CCCC)CCCC.[F-].[C:19]([Si](C)(C)C)#[C:20][CH2:21][CH3:22].[F:27][C:28]1[CH:29]=[C:30](I)[CH:31]=[C:32]2[C:36]=1[N:35]([C:37]([O:39][C:40]([CH3:43])([CH3:42])[CH3:41])=[O:38])[CH:34]=[CH:33]2, predict the reaction product. (3) Given the reactants [Cl:1][C:2]1[CH:7]=[CH:6][C:5]([N:8]2[C@@H:12]([C:13]3[CH:18]=[CH:17][CH:16]=[C:15]([OH:19])[CH:14]=3)[CH2:11][O:10][C:9]2=[O:20])=[CH:4][CH:3]=1.C([O-])([O-])=O.[Cs+].[Cs+].Cl[C:28]1[N:33]=[CH:32][CH:31]=[CH:30][N:29]=1, predict the reaction product. The product is: [Cl:1][C:2]1[CH:3]=[CH:4][C:5]([N:8]2[C@@H:12]([C:13]3[CH:18]=[CH:17][CH:16]=[C:15]([O:19][C:28]4[N:33]=[CH:32][CH:31]=[CH:30][N:29]=4)[CH:14]=3)[CH2:11][O:10][C:9]2=[O:20])=[CH:6][CH:7]=1.